Dataset: Forward reaction prediction with 1.9M reactions from USPTO patents (1976-2016). Task: Predict the product of the given reaction. (1) Given the reactants [CH2:1]([C:3]1[CH:4]=[C:5]([CH:31]=[CH:32][C:33]=1[CH2:34][CH3:35])[CH2:6][CH:7]([CH2:11][C:12](=[O:30])[N:13]1[CH2:18][CH2:17][CH:16]([N:19]2[CH2:28][C:27]3[C:22](=[CH:23][CH:24]=[CH:25][CH:26]=3)[NH:21][C:20]2=[O:29])[CH2:15][CH2:14]1)[C:8](O)=[O:9])[CH3:2].[CH3:36][N:37]1[CH2:42][CH2:41][N:40]([CH:43]2[CH2:48][CH2:47][NH:46][CH2:45][CH2:44]2)[CH2:39][CH2:38]1, predict the reaction product. The product is: [CH2:1]([C:3]1[CH:4]=[C:5]([CH:31]=[CH:32][C:33]=1[CH2:34][CH3:35])[CH2:6][CH:7]([CH2:11][C:12]([N:13]1[CH2:18][CH2:17][CH:16]([N:19]2[CH2:28][C:27]3[C:22](=[CH:23][CH:24]=[CH:25][CH:26]=3)[NH:21][C:20]2=[O:29])[CH2:15][CH2:14]1)=[O:30])[C:8]([N:46]1[CH2:45][CH2:44][CH:43]([N:40]2[CH2:39][CH2:38][N:37]([CH3:36])[CH2:42][CH2:41]2)[CH2:48][CH2:47]1)=[O:9])[CH3:2]. (2) Given the reactants N1C=CC=CC=1.[Br:7][C:8]1[C:13](=O)[N:12]2[N:15]=[C:16]([CH3:18])[CH:17]=[C:11]2[NH:10][C:9]=1[CH3:19].P(Cl)(Cl)([Cl:22])=O.C(=O)(O)[O-].[Na+], predict the reaction product. The product is: [Br:7][C:8]1[C:9]([CH3:19])=[N:10][C:11]2[N:12]([N:15]=[C:16]([CH3:18])[CH:17]=2)[C:13]=1[Cl:22]. (3) The product is: [CH3:13][C:14]1[NH:19][C:18]([CH3:20])=[C:17]([C:21]([O:23][CH2:24][CH2:25][N:26]([CH2:28][C:29]2[CH:34]=[CH:33][CH:32]=[CH:31][CH:30]=2)[CH3:27])=[O:22])[CH:16]([C:35]2[CH:36]=[CH:37][CH:38]=[C:39]([N+:41]([O-:43])=[O:42])[CH:40]=2)[C:15]=1[C:44]([O:46][CH3:47])=[O:45]. Given the reactants O=C[C@@H]([C@H]([C@@H]([C@@H](CO)O)O)O)O.[CH3:13][C:14]1[NH:19][C:18]([CH3:20])=[C:17]([C:21]([O:23][CH2:24][CH2:25][N:26]([CH2:28][C:29]2[CH:30]=[CH:31][CH:32]=[CH:33][CH:34]=2)[CH3:27])=[O:22])[CH:16]([C:35]2[CH:36]=[CH:37][CH:38]=[C:39]([N+:41]([O-:43])=[O:42])[CH:40]=2)[C:15]=1[C:44]([O:46][CH3:47])=[O:45].Cl, predict the reaction product. (4) Given the reactants [NH2:1][CH2:2][C:3]([CH3:25])([CH3:24])[CH2:4][N:5]1[C:9]2=[N:10][C:11]([C:14]([O:16]CC)=[O:15])=[CH:12][CH:13]=[C:8]2[CH:7]=[C:6]1[C:19](OCC)=[O:20].C(=O)([O-])[O-].[K+].[K+], predict the reaction product. The product is: [CH3:24][C:3]1([CH3:25])[CH2:4][N:5]2[C:9]3[N:10]=[C:11]([C:14]([OH:16])=[O:15])[CH:12]=[CH:13][C:8]=3[CH:7]=[C:6]2[C:19](=[O:20])[NH:1][CH2:2]1. (5) Given the reactants [Si]([O:8][C@H:9]1[CH2:14][CH2:13][C@H:12]([N:15]2[C:19](=[O:20])[C:18]3=[CH:21][CH:22]=[CH:23][CH:24]=[C:17]3[C:16]2=[O:25])[CH2:11][CH2:10]1)(C(C)(C)C)(C)C.C([SiH](CC)CC)C.[Bi](Br)(Br)Br.[CH:37](=O)[CH2:38][CH3:39], predict the reaction product. The product is: [CH2:37]([O:8][C@H:9]1[CH2:10][CH2:11][C@H:12]([N:15]2[C:19](=[O:20])[C:18]3=[CH:21][CH:22]=[CH:23][CH:24]=[C:17]3[C:16]2=[O:25])[CH2:13][CH2:14]1)[CH2:38][CH3:39]. (6) Given the reactants [S:1]1[C:5]2[CH:6]=[C:7]([NH:10][C:11]3[N:16]=[CH:15][C:14]([C:17]4[S:18][CH:19]=[C:20]([C:22]([O:24]CC)=O)[N:21]=4)=[C:13]([NH:27][CH:28]([CH3:30])[CH3:29])[CH:12]=3)[CH:8]=[CH:9][C:4]=2[N:3]=[CH:2]1.[NH3:31], predict the reaction product. The product is: [S:1]1[C:5]2[CH:6]=[C:7]([NH:10][C:11]3[N:16]=[CH:15][C:14]([C:17]4[S:18][CH:19]=[C:20]([C:22]([NH2:31])=[O:24])[N:21]=4)=[C:13]([NH:27][CH:28]([CH3:29])[CH3:30])[CH:12]=3)[CH:8]=[CH:9][C:4]=2[N:3]=[CH:2]1. (7) Given the reactants [OH:1][CH:2]1[CH2:7][CH2:6][CH:5]([C:8]([O:10][CH2:11][CH3:12])=[O:9])[CH2:4][CH2:3]1.[F:13][C:14]1[CH:19]=[C:18](F)[CH:17]=[CH:16][C:15]=1[N+:21]([O-:23])=[O:22].[H-].[Na+], predict the reaction product. The product is: [F:13][C:14]1[CH:19]=[C:18]([CH:17]=[CH:16][C:15]=1[N+:21]([O-:23])=[O:22])[O:1][C@H:2]1[CH2:3][CH2:4][C@H:5]([C:8]([O:10][CH2:11][CH3:12])=[O:9])[CH2:6][CH2:7]1. (8) Given the reactants [F:1][C:2]1[CH:7]=[CH:6][CH:5]=[CH:4][C:3]=1NCC(O)=O.[Cl:13][C:14]1[CH:19]=[CH:18][C:17]([N:20]=[C:21]=[O:22])=[CH:16][CH:15]=1.Cl.C([N:31]1[CH2:36][CH2:35][CH2:34][CH2:33][CH:32]1CN)(OC(C)(C)C)=O.F[P-](F)(F)(F)(F)F.[N:46]1(O[P+](N(C)C)(N(C)C)N(C)C)[C:50]2C=CC=CC=2N=N1.[CH3:66][N:67]([CH:69]=[O:70])C, predict the reaction product. The product is: [NH:31]1[CH2:32][CH2:33][CH:34]([CH2:66][NH:67][C:69](=[O:70])[CH:50]([C:3]2[CH:4]=[CH:5][CH:6]=[CH:7][C:2]=2[F:1])[NH:46][C:21]([NH:20][C:17]2[CH:18]=[CH:19][C:14]([Cl:13])=[CH:15][CH:16]=2)=[O:22])[CH2:35][CH2:36]1. (9) Given the reactants FC(F)(F)S(O[C:7]1[C:8]([C:14]2[NH:15][C:16]3[C:21]([CH:22]=2)=[C:20]([F:23])[CH:19]=[CH:18][CH:17]=3)=[N:9][C:10]([Cl:13])=[N:11][CH:12]=1)(=O)=O.[CH2:26]([Sn](CCCC)(CCCC)C=C)[CH2:27]CC.[Li+].[Cl-], predict the reaction product. The product is: [Cl:13][C:10]1[N:9]=[C:8]([C:14]2[NH:15][C:16]3[C:21]([CH:22]=2)=[C:20]([F:23])[CH:19]=[CH:18][CH:17]=3)[C:7]([CH:26]=[CH2:27])=[CH:12][N:11]=1.